This data is from Reaction yield outcomes from USPTO patents with 853,638 reactions. The task is: Predict the reaction yield, written as a fraction of the theoretical maximum amount of product (1.0 means a 100% yield; for example, 0.34 means a 34% yield). The reactants are [CH3:1][S:2][C:3]1[CH:8]=[CH:7][C:6]([CH:9]2[CH2:14][C:13](=[O:15])[CH2:12][C:11](=[O:16])[CH2:10]2)=[CH:5][CH:4]=1.[Br:17]Br. The catalyst is CC(O)=O. The product is [Br:17][CH:12]1[C:11](=[O:16])[CH2:10][CH:9]([C:6]2[CH:5]=[CH:4][C:3]([S:2][CH3:1])=[CH:8][CH:7]=2)[CH2:14][C:13]1=[O:15]. The yield is 0.700.